Dataset: Retrosynthesis with 50K atom-mapped reactions and 10 reaction types from USPTO. Task: Predict the reactants needed to synthesize the given product. (1) Given the product CCN1CCO[C@H](COc2cnc(C#CC(C)(C)O)c3nc(-c4nonc4N)n(CC)c23)C1, predict the reactants needed to synthesize it. The reactants are: CC=O.CCn1c(-c2nonc2N)nc2c(C#CC(C)(C)O)ncc(OC[C@@H]3CNCCO3)c21. (2) Given the product Cc1cc(Nc2ncc(Br)c(O[C@H](C)[C@@H](C)O)n2)cc(C)c1S(N)(=O)=O, predict the reactants needed to synthesize it. The reactants are: C[C@@H](O)[C@@H](C)Oc1nc(Cl)ncc1Br.Cc1cc(N)cc(C)c1S(N)(=O)=O. (3) Given the product CC(C)COC(=O)NCc1nn(NC(=O)Cc2ccc(Cl)cc2)c(=O)c2ccccc12, predict the reactants needed to synthesize it. The reactants are: CC(C)COC(=O)Cl.NCc1nn(NC(=O)Cc2ccc(Cl)cc2)c(=O)c2ccccc12. (4) Given the product COC(=O)C[C@H](N)c1ccccc1, predict the reactants needed to synthesize it. The reactants are: CO.N[C@@H](CC(=O)O)c1ccccc1. (5) Given the product COCCCOc1cc(C[C@@H](C/C=C/C[C@H](C(=O)N(C)C)C(C)C)C(C)C)ccc1OC, predict the reactants needed to synthesize it. The reactants are: COCCCOc1cc(C(O)[C@@H](C/C=C/C[C@H](C(=O)N(C)C)C(C)C)C(C)C)ccc1OC. (6) Given the product CC(C)N(C)S(=O)(=O)NC(=O)c1ccc(F)c(N)c1Cl, predict the reactants needed to synthesize it. The reactants are: CC(C)N(C)S(=O)(=O)NC(=O)c1ccc(F)c([N+](=O)[O-])c1Cl.